This data is from Forward reaction prediction with 1.9M reactions from USPTO patents (1976-2016). The task is: Predict the product of the given reaction. The product is: [OH:8][C:9]1[CH:10]=[CH:11][C:12]([O:13][CH:14]2[CH2:19][CH2:18][N:17]([C:20]([O:22][C:23]([CH3:24])([CH3:25])[CH3:26])=[O:21])[CH2:16][CH2:15]2)=[CH:27][CH:28]=1. Given the reactants C([O:8][C:9]1[CH:28]=[CH:27][C:12]([O:13][CH:14]2[CH2:19][CH2:18][N:17]([C:20]([O:22][C:23]([CH3:26])([CH3:25])[CH3:24])=[O:21])[CH2:16][CH2:15]2)=[CH:11][CH:10]=1)C1C=CC=CC=1, predict the reaction product.